Task: Predict which catalyst facilitates the given reaction.. Dataset: Catalyst prediction with 721,799 reactions and 888 catalyst types from USPTO (1) Reactant: [OH-].[Na+].[CH2:3]([N:5]([CH2:27][CH3:28])[CH:6]1[CH2:11][CH2:10][N:9]([C:12](=[O:26])[CH2:13][CH2:14][C:15]2[N:16]([CH2:20][C:21]([O:23]CC)=[O:22])[CH:17]=[CH:18][N:19]=2)[CH2:8][CH2:7]1)[CH3:4].Cl. Product: [CH2:27]([N:5]([CH2:3][CH3:4])[CH:6]1[CH2:7][CH2:8][N:9]([C:12](=[O:26])[CH2:13][CH2:14][C:15]2[N:16]([CH2:20][C:21]([OH:23])=[O:22])[CH:17]=[CH:18][N:19]=2)[CH2:10][CH2:11]1)[CH3:28]. The catalyst class is: 8. (2) Reactant: [CH3:1][CH:2]([CH2:4][C:5]([OH:9])([C:7]#[CH:8])[CH3:6])[CH3:3]. Product: [CH3:1][CH:2]([CH2:4][C:5]([OH:9])([C:8]#[C:7][C:5]([OH:9])([CH2:4][CH:2]([CH3:3])[CH3:1])[CH3:6])[CH3:6])[CH3:3]. The catalyst class is: 610. (3) Reactant: [NH2:1][C:2]1[CH:3]=[C:4]([N:8]2[CH2:13][CH2:12][N:11]([CH2:14][CH2:15][C:16]3[N:17]([CH2:22][CH:23]4[CH2:28][CH2:27][CH2:26][CH2:25][CH2:24]4)[C:18](=[O:21])[NH:19][N:20]=3)[CH2:10][CH2:9]2)[CH:5]=[CH:6][CH:7]=1.[C:29](Cl)(=[O:31])[CH3:30]. Product: [CH:23]1([CH2:22][N:17]2[C:18](=[O:21])[NH:19][N:20]=[C:16]2[CH2:15][CH2:14][N:11]2[CH2:10][CH2:9][N:8]([C:4]3[CH:3]=[C:2]([NH:1][C:29](=[O:31])[CH3:30])[CH:7]=[CH:6][CH:5]=3)[CH2:13][CH2:12]2)[CH2:28][CH2:27][CH2:26][CH2:25][CH2:24]1. The catalyst class is: 17. (4) Reactant: C([N:4]([CH2:8]C)C(C)C)(C)C.[Br:10][C:11]1[S:15][CH:14]=[C:13](C(O)=O)[CH:12]=1.C1(P(N=[N+]=[N-])(C2C=CC=CC=2)=[O:26])C=CC=CC=1.[NH3:36]. Product: [Br:10][C:11]1[S:15][CH:14]=[C:13]([NH:36][C:8]([NH2:4])=[O:26])[CH:12]=1. The catalyst class is: 12.